From a dataset of Forward reaction prediction with 1.9M reactions from USPTO patents (1976-2016). Predict the product of the given reaction. (1) The product is: [Si:11]([O:28][CH2:29][CH2:30][N:31]([CH3:62])[C:32]([C:34]1[CH:35]=[C:36]2[C:41](=[C:42]([CH:44]([N:46]([C:47]3[CH:48]=[C:49]([F:54])[CH:50]=[C:51]([F:53])[CH:52]=3)[CH3:1])[CH3:45])[CH:43]=1)[O:40][C:39]([N:55]1[CH2:56][CH2:57][O:58][CH2:59][CH2:60]1)=[CH:38][C:37]2=[O:61])=[O:33])([C:24]([CH3:25])([CH3:27])[CH3:26])([C:12]1[CH:17]=[CH:16][CH:15]=[CH:14][CH:13]=1)[C:18]1[CH:19]=[CH:20][CH:21]=[CH:22][CH:23]=1.[F:53][C:51]1[CH:52]=[C:47]([N:46]([CH3:1])[CH:44]([C:42]2[CH:43]=[C:34]([C:32]([N:31]([CH2:62][CH2:69][OH:68])[CH3:30])=[O:33])[CH:35]=[C:36]3[C:41]=2[O:40][C:39]([N:55]2[CH2:60][CH2:59][O:58][CH2:57][CH2:56]2)=[CH:38][C:37]3=[O:61])[CH3:45])[CH:48]=[C:49]([F:54])[CH:50]=1. Given the reactants [CH3:1][Si]([N-][Si](C)(C)C)(C)C.[Li+].[Si:11]([O:28][CH2:29][CH2:30][N:31]([CH3:62])[C:32]([C:34]1[CH:35]=[C:36]2[C:41](=[C:42]([CH:44]([NH:46][C:47]3[CH:52]=[C:51]([F:53])[CH:50]=[C:49]([F:54])[CH:48]=3)[CH3:45])[CH:43]=1)[O:40][C:39]([N:55]1[CH2:60][CH2:59][O:58][CH2:57][CH2:56]1)=[CH:38][C:37]2=[O:61])=[O:33])([C:24]([CH3:27])([CH3:26])[CH3:25])([C:18]1[CH:23]=[CH:22][CH:21]=[CH:20][CH:19]=1)[C:12]1[CH:17]=[CH:16][CH:15]=[CH:14][CH:13]=1.S([O:68][CH3:69])(OC)(=O)=O.[NH4+].[Cl-], predict the reaction product. (2) Given the reactants N[C:2]1O[N:5]=[C:4]([C:7]([CH3:10])(C)C)[CH:3]=1.[Cl:11][C:12]1[CH:17]=[CH:16][C:15]([N:18]=[C:19]=[O:20])=[CH:14][C:13]=1[C:21]([F:24])([F:23])[F:22].[CH2:25]([Cl:27])Cl, predict the reaction product. The product is: [Cl:11][C:12]1[CH:17]=[CH:16][C:15]([NH:18][C:19](=[O:20])[NH:5][C:4]2[CH:7]=[CH:10][C:25]([Cl:27])=[C:2]([C:21]([F:24])([F:23])[F:22])[CH:3]=2)=[CH:14][C:13]=1[C:21]([F:22])([F:23])[F:24]. (3) Given the reactants [Si:1]([O:8][C:9]1[CH:14]=[CH:13][C:12]([C:15](OC)=[C:16]([C:19]#[N:20])[C:17]#[N:18])=[CH:11][CH:10]=1)([C:4]([CH3:7])([CH3:6])[CH3:5])([CH3:3])[CH3:2].Cl.[CH2:24]([O:31][C:32]([N:34]1[CH2:39][CH2:38][CH2:37][CH:36]([NH:40][NH2:41])[CH2:35]1)=[O:33])[C:25]1[CH:30]=[CH:29][CH:28]=[CH:27][CH:26]=1.C(N(CC)CC)C, predict the reaction product. The product is: [NH2:20][C:19]1[N:40]([CH:36]2[CH2:37][CH2:38][CH2:39][N:34]([C:32]([O:31][CH2:24][C:25]3[CH:30]=[CH:29][CH:28]=[CH:27][CH:26]=3)=[O:33])[CH2:35]2)[N:41]=[C:15]([C:12]2[CH:13]=[CH:14][C:9]([O:8][Si:1]([C:4]([CH3:5])([CH3:7])[CH3:6])([CH3:2])[CH3:3])=[CH:10][CH:11]=2)[C:16]=1[C:17]#[N:18]. (4) Given the reactants Cl[C:2]1[C:11]2[C:6](=[CH:7][CH:8]=[C:9]([I:12])[CH:10]=2)[N:5]=[C:4]([CH3:13])[C:3]=1[S:14]([CH3:17])(=[O:16])=[O:15].[NH:18]1[CH2:23][CH2:22][O:21][CH2:20][CH2:19]1.C(N(CC)C(C)C)(C)C, predict the reaction product. The product is: [I:12][C:9]1[CH:10]=[C:11]2[C:6](=[CH:7][CH:8]=1)[N:5]=[C:4]([CH3:13])[C:3]([S:14]([CH3:17])(=[O:16])=[O:15])=[C:2]2[N:18]1[CH2:23][CH2:22][O:21][CH2:20][CH2:19]1. (5) Given the reactants [N:1]1([C:7]2[CH:15]=[CH:14][CH:13]=[C:12]3[C:8]=2[CH:9]=[CH:10][NH:11]3)[CH2:6][CH2:5][NH:4][CH2:3][CH2:2]1.I[CH2:17][CH2:18][CH:19]1[CH2:27][C:26]2[C:21](=[CH:22][CH:23]=[CH:24][CH:25]=2)[CH2:20]1.C([O-])([O-])=O.[K+].[K+].C(C(C)=O)C(C)C, predict the reaction product. The product is: [CH2:20]1[C:21]2[C:26](=[CH:25][CH:24]=[CH:23][CH:22]=2)[CH2:27][CH:19]1[CH2:18][CH2:17][N:4]1[CH2:3][CH2:2][N:1]([C:7]2[CH:15]=[CH:14][CH:13]=[C:12]3[C:8]=2[CH:9]=[CH:10][NH:11]3)[CH2:6][CH2:5]1. (6) Given the reactants [CH:1]([OH:4])([CH3:3])[CH3:2].[H-].[Na+].[Br:7][C:8]1[C:13]([CH2:14]Br)=[CH:12][CH:11]=[CH:10][N:9]=1.O, predict the reaction product. The product is: [Br:7][C:8]1[C:13]([CH2:14][O:4][CH:1]([CH3:3])[CH3:2])=[CH:12][CH:11]=[CH:10][N:9]=1.